Dataset: Full USPTO retrosynthesis dataset with 1.9M reactions from patents (1976-2016). Task: Predict the reactants needed to synthesize the given product. (1) Given the product [Br:7][C:8]1[CH:13]=[C:12]([OH:17])[CH:11]=[C:10]([F:15])[CH:9]=1, predict the reactants needed to synthesize it. The reactants are: C[Si](C)(C)[O-].[K+].[Br:7][C:8]1[CH:13]=[C:12](F)[CH:11]=[C:10]([F:15])[CH:9]=1.C[O:17]CCOCCOC.Cl. (2) Given the product [Cl:1][C:2]1[CH:3]=[C:4]([F:24])[CH:5]=[C:6]2[C:14]=1[NH:13][C:12]1[C:11]([C:20]([F:23])([F:21])[F:22])([OH:15])[CH2:10][CH2:9][CH2:8][C:7]2=1, predict the reactants needed to synthesize it. The reactants are: [Cl:1][C:2]1[CH:3]=[C:4]([F:24])[CH:5]=[C:6]2[C:14]=1[NH:13][C:12]1[C:11]([C:20]([F:23])([F:22])[F:21])([O:15][Si](C)(C)C)[CH2:10][CH2:9][CH2:8][C:7]2=1.[OH-].[K+]. (3) Given the product [ClH:32].[ClH:32].[CH:1]1([C:4]2[CH:5]=[C:6]([CH3:31])[C:7]([N:10]3[CH2:11][CH2:12][N:13]([C:16]([C:18]4[C:19]([CH3:30])=[CH:20][C:21]([N:24]5[CH2:28][CH2:27][CH2:26][C:25]5=[O:29])=[N:22][CH:23]=4)=[O:17])[CH2:14][CH2:15]3)=[N:8][CH:9]=2)[CH2:2][CH2:3]1, predict the reactants needed to synthesize it. The reactants are: [CH:1]1([C:4]2[CH:5]=[C:6]([CH3:31])[C:7]([N:10]3[CH2:15][CH2:14][N:13]([C:16]([C:18]4[C:19]([CH3:30])=[CH:20][C:21]([N:24]5[CH2:28][CH2:27][CH2:26][C:25]5=[O:29])=[N:22][CH:23]=4)=[O:17])[CH2:12][CH2:11]3)=[N:8][CH:9]=2)[CH2:3][CH2:2]1.[ClH:32].C(OCC)C. (4) Given the product [F:1][C:2]1[CH:3]=[C:4]([B:12]([OH:16])[OH:13])[CH:5]=[CH:6][C:7]=1[S:8]([CH3:11])(=[O:10])=[O:9], predict the reactants needed to synthesize it. The reactants are: [F:1][C:2]1[CH:3]=[C:4]([B:12]2[O:16]C(C)(C)C(C)(C)[O:13]2)[CH:5]=[CH:6][C:7]=1[S:8]([CH3:11])(=[O:10])=[O:9].O1CCCC1.O.Cl. (5) Given the product [CH3:22][C:23]1[CH:31]=[CH:30][C:26]([C:27]([O:1][C@H:2]2[CH2:7][CH2:6][C@H:5]([NH:8][C:9](=[O:15])[O:10][C:11]([CH3:12])([CH3:14])[CH3:13])[CH2:4][CH2:3]2)=[O:28])=[CH:25][CH:24]=1, predict the reactants needed to synthesize it. The reactants are: [OH:1][C@H:2]1[CH2:7][CH2:6][C@H:5]([NH:8][C:9](=[O:15])[O:10][C:11]([CH3:14])([CH3:13])[CH3:12])[CH2:4][CH2:3]1.N1C=CC=CC=1.[CH3:22][C:23]1[CH:31]=[CH:30][C:26]([C:27](Cl)=[O:28])=[CH:25][CH:24]=1.[Cl-].[NH4+].